Dataset: Forward reaction prediction with 1.9M reactions from USPTO patents (1976-2016). Task: Predict the product of the given reaction. Given the reactants [CH2:1]([NH:3][C:4]([NH:6][C:7]1[NH:11][C:10]2[C:12]([C@H:27]3[CH2:31][CH2:30][CH2:29][O:28]3)=[C:13]([F:26])[C:14]([C:16]3[CH:17]=[N:18][C:19]([C:22]([OH:25])([CH3:24])[CH3:23])=[N:20][CH:21]=3)=[CH:15][C:9]=2[N:8]=1)=[O:5])[CH3:2].N1C=NN=N1.CC(N([P:44]([O:53][CH2:54][C:55]1[CH:60]=[CH:59][CH:58]=[CH:57][CH:56]=1)[O:45][CH2:46][C:47]1[CH:52]=[CH:51][CH:50]=[CH:49][CH:48]=1)C(C)C)C.C1C=C(Cl)C=C(C(OO)=[O:69])C=1, predict the reaction product. The product is: [P:44]([O:25][C:22]([C:19]1[N:18]=[CH:17][C:16]([C:14]2[C:13]([F:26])=[C:12]([C@H:27]3[CH2:31][CH2:30][CH2:29][O:28]3)[C:10]3[NH:11][C:7]([NH:6][C:4]([NH:3][CH2:1][CH3:2])=[O:5])=[N:8][C:9]=3[CH:15]=2)=[CH:21][N:20]=1)([CH3:24])[CH3:23])([O:45][CH2:46][C:47]1[CH:48]=[CH:49][CH:50]=[CH:51][CH:52]=1)([O:53][CH2:54][C:55]1[CH:56]=[CH:57][CH:58]=[CH:59][CH:60]=1)=[O:69].